From a dataset of Forward reaction prediction with 1.9M reactions from USPTO patents (1976-2016). Predict the product of the given reaction. (1) Given the reactants [NH2:1][C:2]1[C:10]2[C:5](=[C:6](/[CH:20]=[CH:21]/[C:22]([N:24]([CH3:26])[CH3:25])=[O:23])[CH:7]=[CH:8][C:9]=2[C:11]2[CH:16]=[CH:15][C:14]([N+:17]([O-])=O)=[CH:13][CH:12]=2)[NH:4][N:3]=1.CO.C1COCC1.[NH4+].[Cl-], predict the reaction product. The product is: [NH2:1][C:2]1[C:10]2[C:5](=[C:6](/[CH:20]=[CH:21]/[C:22]([N:24]([CH3:26])[CH3:25])=[O:23])[CH:7]=[CH:8][C:9]=2[C:11]2[CH:12]=[CH:13][C:14]([NH2:17])=[CH:15][CH:16]=2)[NH:4][N:3]=1. (2) Given the reactants C([N:14]1[CH2:17][CH:16]([O:18][CH:19]([C:31]2[CH:36]=[CH:35][C:34]([Cl:37])=[CH:33][CH:32]=2)[C:20]2[CH:25]=[CH:24][C:23]([F:26])=[CH:22][C:21]=2[C:27]([F:30])([F:29])[F:28])[CH2:15]1)(C1C=CC=CC=1)C1C=CC=CC=1.Cl.ClC1C=CC=CC=1C(OC1CNC1)C1C=CC(Cl)=CC=1, predict the reaction product. The product is: [ClH:37].[F:30][C:27]([F:28])([F:29])[C:21]1[CH:22]=[C:23]([F:26])[CH:24]=[CH:25][C:20]=1[CH:19]([O:18][CH:16]1[CH2:17][NH:14][CH2:15]1)[C:31]1[CH:36]=[CH:35][C:34]([Cl:37])=[CH:33][CH:32]=1.